From a dataset of Catalyst prediction with 721,799 reactions and 888 catalyst types from USPTO. Predict which catalyst facilitates the given reaction. (1) Reactant: [CH3:1][C:2]1([CH3:16])[N:7]([CH2:8][C@H:9]2[CH2:14][NH:13][CH2:12][CH2:11][NH:10]2)[CH2:6][CH2:5][NH:4][C:3]1=[O:15].C(N(CC)CC)C.[S:24]1[CH:28]=[CH:27][CH:26]=[C:25]1[S:29](Cl)(=[O:31])=[O:30]. Product: [CH3:1][C:2]1([CH3:16])[N:7]([CH2:8][C@H:9]2[CH2:14][N:13]([S:29]([C:25]3[S:24][CH:28]=[CH:27][CH:26]=3)(=[O:31])=[O:30])[CH2:12][CH2:11][NH:10]2)[CH2:6][CH2:5][NH:4][C:3]1=[O:15]. The catalyst class is: 2. (2) Reactant: Br[C:2]1[CH:3]=[C:4]([O:20][CH3:21])[C:5]2[N:9]=[C:8]([NH2:10])[N:7]([C:11]3[CH:16]=[C:15]([F:17])[CH:14]=[C:13]([F:18])[CH:12]=3)[C:6]=2[CH:19]=1.[F:22][C:23]1[CH:28]=[CH:27][C:26]([C:29]2[O:30][C:31]3[CH:41]=[C:40]([N:42]([CH3:47])[S:43]([CH3:46])(=[O:45])=[O:44])[C:39](B4OC(C)(C)C(C)(C)O4)=[CH:38][C:32]=3[C:33]=2[C:34]([NH:36][CH3:37])=[O:35])=[CH:25][CH:24]=1.C([O-])([O-])=O.[K+].[K+]. Product: [NH2:10][C:8]1[N:7]([C:11]2[CH:16]=[C:15]([F:17])[CH:14]=[C:13]([F:18])[CH:12]=2)[C:6]2[CH:19]=[C:2]([C:39]3[C:40]([N:42]([CH3:47])[S:43]([CH3:46])(=[O:45])=[O:44])=[CH:41][C:31]4[O:30][C:29]([C:26]5[CH:27]=[CH:28][C:23]([F:22])=[CH:24][CH:25]=5)=[C:33]([C:34]([NH:36][CH3:37])=[O:35])[C:32]=4[CH:38]=3)[CH:3]=[C:4]([O:20][CH3:21])[C:5]=2[N:9]=1. The catalyst class is: 75.